Dataset: Full USPTO retrosynthesis dataset with 1.9M reactions from patents (1976-2016). Task: Predict the reactants needed to synthesize the given product. (1) The reactants are: [CH3:1][O:2][C:3]1[C:4]([OH:21])=[CH:5][C:6]([OH:20])=[C:7]2[C:12](=[O:13])[CH:11]=[C:10]([C:14]3[CH:15]=[CH:16][CH:17]=[CH:18][CH:19]=3)[O:9][C:8]=12.[CH2:22]=O.[NH:24]1[CH2:28][CH2:27][CH2:26][CH2:25]1. Given the product [OH:20][C:6]1[C:5]([CH2:22][N:24]2[CH2:28][CH2:27][CH2:26][CH2:25]2)=[C:4]([OH:21])[C:3]([O:2][CH3:1])=[C:8]2[C:7]=1[C:12](=[O:13])[CH:11]=[C:10]([C:14]1[CH:19]=[CH:18][CH:17]=[CH:16][CH:15]=1)[O:9]2, predict the reactants needed to synthesize it. (2) The reactants are: [CH:1]1([N:4]2[CH2:16][C@@H:7]3[C@H:8]([C:12]([O:14][CH3:15])=[O:13])[NH:9][CH2:10][CH2:11][N:6]3[C:5]2=[O:17])[CH2:3][CH2:2]1.[C:18](N)(C)(C)C. Given the product [C:1]([N:4]1[CH2:16][CH:7]2[CH:8]([C:12]([O:14][CH3:15])=[O:13])[NH:9][CH2:10][CH2:11][N:6]2[C:5]1=[O:17])([CH3:2])([CH3:3])[CH3:18], predict the reactants needed to synthesize it. (3) Given the product [C:16]([C:18]1[CH:19]=[C:20]([CH:36]([CH3:38])[CH3:37])[C:21]2[O:25][C:24]([C:26]3[CH:34]=[CH:33][C:29]([C:30]([NH:1][CH2:2][CH:3]4[O:8][CH2:7][CH2:6][N:5]([C:9]([O:11][C:12]([CH3:15])([CH3:14])[CH3:13])=[O:10])[CH2:4]4)=[O:31])=[CH:28][CH:27]=3)=[N:23][C:22]=2[CH:35]=1)#[N:17], predict the reactants needed to synthesize it. The reactants are: [NH2:1][CH2:2][CH:3]1[O:8][CH2:7][CH2:6][N:5]([C:9]([O:11][C:12]([CH3:15])([CH3:14])[CH3:13])=[O:10])[CH2:4]1.[C:16]([C:18]1[CH:19]=[C:20]([CH:36]([CH3:38])[CH3:37])[C:21]2[O:25][C:24]([C:26]3[CH:34]=[CH:33][C:29]([C:30](O)=[O:31])=[CH:28][CH:27]=3)=[N:23][C:22]=2[CH:35]=1)#[N:17].